This data is from Reaction yield outcomes from USPTO patents with 853,638 reactions. The task is: Predict the reaction yield, written as a fraction of the theoretical maximum amount of product (1.0 means a 100% yield; for example, 0.34 means a 34% yield). The reactants are [Li+].C[Si]([N-][Si](C)(C)C)(C)C.[Br:11][C:12]1[C:13]([C:43]([O:45]CC)=O)=[C:14]([CH2:26][N:27]([CH2:38][C:39]([O:41][CH3:42])=[O:40])S(C2C=CC(C)=CC=2)(=O)=O)[N:15]([CH2:18][C:19]2[CH:24]=[CH:23][C:22]([F:25])=[CH:21][CH:20]=2)[C:16]=1[Br:17].[NH4+].[Cl-].ClCCl.CO. The catalyst is C1COCC1. The product is [Br:17][C:16]1[N:15]([CH2:18][C:19]2[CH:24]=[CH:23][C:22]([F:25])=[CH:21][CH:20]=2)[C:14]2=[CH:26][N:27]=[C:38]([C:39]([O:41][CH3:42])=[O:40])[C:43]([OH:45])=[C:13]2[C:12]=1[Br:11]. The yield is 0.544.